From a dataset of Forward reaction prediction with 1.9M reactions from USPTO patents (1976-2016). Predict the product of the given reaction. (1) Given the reactants Br[C:2]1[CH:3]=[C:4]2[C:9](=[N:10][C:11]=1[O:12][CH3:13])[N:8]([C@@H:14]([CH:24]([CH3:26])[CH3:25])[CH2:15][O:16][Si:17]([C:20]([CH3:23])([CH3:22])[CH3:21])([CH3:19])[CH3:18])[CH:7]=[C:6]([C:27]([O:29][CH2:30][CH3:31])=[O:28])[C:5]2=[O:32].[CH3:33][C:34]1[CH:35]=[CH:36][C:37]([CH2:40][NH2:41])=[CH:38][CH:39]=1.C1C=CC(P(C2C(C3C(P(C4C=CC=CC=4)C4C=CC=CC=4)=CC=C4C=3C=CC=C4)=C3C(C=CC=C3)=CC=2)C2C=CC=CC=2)=CC=1.C([O-])([O-])=O.[Cs+].[Cs+], predict the reaction product. The product is: [Si:17]([O:16][CH2:15][C@@H:14]([N:8]1[C:9]2[C:4](=[CH:3][C:2]([NH:41][CH2:40][C:37]3[CH:38]=[CH:39][C:34]([CH3:33])=[CH:35][CH:36]=3)=[C:11]([O:12][CH3:13])[N:10]=2)[C:5](=[O:32])[C:6]([C:27]([O:29][CH2:30][CH3:31])=[O:28])=[CH:7]1)[CH:24]([CH3:26])[CH3:25])([C:20]([CH3:23])([CH3:22])[CH3:21])([CH3:19])[CH3:18]. (2) Given the reactants [NH:1]1[CH:5]=[C:4]([C:6]([O:8][CH2:9][CH3:10])=[O:7])[N:3]=[CH:2]1.F[C:12]1[CH:17]=[CH:16][C:15]([N+:18]([O-:20])=[O:19])=[CH:14][CH:13]=1.C(=O)([O-])[O-].[K+].[K+], predict the reaction product. The product is: [N+:18]([C:15]1[CH:16]=[CH:17][C:12]([N:1]2[CH:5]=[C:4]([C:6]([O:8][CH2:9][CH3:10])=[O:7])[N:3]=[CH:2]2)=[CH:13][CH:14]=1)([O-:20])=[O:19]. (3) Given the reactants [OH:1][CH2:2][C@@H:3]1[CH2:8][C@H:7]([N:9]([C:14]([C:16]2[N:17]=[N:18][N:19]([C:27]3[CH:32]=[CH:31][CH:30]=[CH:29][C:28]=3[CH3:33])[C:20]=2[CH2:21][O:22][CH2:23][CH2:24][O:25][CH3:26])=[O:15])[CH2:10][CH:11]([CH3:13])[CH3:12])[CH2:6][N:5]([C:34]([O:36][C:37]([CH3:40])([CH3:39])[CH3:38])=[O:35])[CH2:4]1.C(N(CC)CC)C, predict the reaction product. The product is: [CH:2]([C@@H:3]1[CH2:8][C@H:7]([N:9]([C:14]([C:16]2[N:17]=[N:18][N:19]([C:27]3[CH:32]=[CH:31][CH:30]=[CH:29][C:28]=3[CH3:33])[C:20]=2[CH2:21][O:22][CH2:23][CH2:24][O:25][CH3:26])=[O:15])[CH2:10][CH:11]([CH3:12])[CH3:13])[CH2:6][N:5]([C:34]([O:36][C:37]([CH3:39])([CH3:38])[CH3:40])=[O:35])[CH2:4]1)=[O:1].